This data is from Catalyst prediction with 721,799 reactions and 888 catalyst types from USPTO. The task is: Predict which catalyst facilitates the given reaction. (1) Reactant: CCCC[N+](CCCC)(CCCC)CCCC.[F-].C1(S([N:28]2[C:36]3[C:31](=[CH:32][C:33]([C:37]4[CH:42]=[CH:41][C:40]([O:43][CH3:44])=[CH:39][CH:38]=4)=[CH:34][CH:35]=3)[C:30]3[CH:45]=[C:46]([Cl:49])[CH:47]=[N:48][C:29]2=3)(=O)=O)C=CC=CC=1.CO. Product: [Cl:49][C:46]1[CH:47]=[N:48][C:29]2[NH:28][C:36]3[C:31]([C:30]=2[CH:45]=1)=[CH:32][C:33]([C:37]1[CH:38]=[CH:39][C:40]([O:43][CH3:44])=[CH:41][CH:42]=1)=[CH:34][CH:35]=3. The catalyst class is: 1. (2) Reactant: [F:1][C:2]1[CH:8]=[CH:7][CH:6]=[CH:5][C:3]=1[NH2:4].O.[F:10][C:11]([F:19])([F:18])[C:12]([C:14]([F:17])([F:16])[F:15])=[O:13].O.O.[F:10][C:11]([F:19])([F:18])[C:12]([C:14]([F:17])([F:16])[F:15])=[O:13]. Product: [NH2:4][C:3]1[CH:5]=[CH:6][C:7]([C:12]([OH:13])([C:14]([F:17])([F:16])[F:15])[C:11]([F:19])([F:18])[F:10])=[CH:8][C:2]=1[F:1]. The catalyst class is: 13. (3) Reactant: [CH3:1][C:2]1[C:3]([CH:12]2[CH2:14][O:13]2)=[CH:4][C:5]2[CH2:9][O:8][C:7](=[O:10])[C:6]=2[CH:11]=1.[OH:15][CH2:16][C@H:17]1[NH:22][CH2:21][CH2:20][N:19]([C:23]([O:25][C:26]([CH3:29])([CH3:28])[CH3:27])=[O:24])[CH2:18]1. Product: [OH:15][CH2:16][C@H:17]1[N:22]([CH2:14][CH:12]([OH:13])[C:3]2[C:2]([CH3:1])=[CH:11][C:6]3[C:7](=[O:10])[O:8][CH2:9][C:5]=3[CH:4]=2)[CH2:21][CH2:20][N:19]([C:23]([O:25][C:26]([CH3:29])([CH3:28])[CH3:27])=[O:24])[CH2:18]1. The catalyst class is: 14. (4) Reactant: [NH2:1][C:2]1[CH:7]=[CH:6][C:5]([OH:8])=[C:4]([CH3:9])[CH:3]=1.CC(C)([O-])C.[K+].[Cl:16][C:17]1[CH:22]=[C:21](Cl)[CH:20]=[CH:19][N:18]=1. Product: [Cl:16][C:17]1[CH:22]=[C:21]([O:8][C:5]2[CH:6]=[CH:7][C:2]([NH2:1])=[CH:3][C:4]=2[CH3:9])[CH:20]=[CH:19][N:18]=1. The catalyst class is: 44. (5) Product: [F:62][C:63]1[C:64]([C:70]2[CH:75]=[C:74]([NH:76][C:2]3[C:3]4[C:4](=[CH:8][N:9]([CH2:11][C:12]5[CH:17]=[CH:16][C:15]([O:18][CH3:19])=[CH:14][CH:13]=5)[N:10]=4)[N:5]=[CH:6][CH:7]=3)[CH:73]=[CH:72][N:71]=2)=[N:65][C:66]([CH3:69])=[CH:67][CH:68]=1. Reactant: I[C:2]1[C:3]2[C:4](=[CH:8][N:9]([CH2:11][C:12]3[CH:17]=[CH:16][C:15]([O:18][CH3:19])=[CH:14][CH:13]=3)[N:10]=2)[N:5]=[CH:6][CH:7]=1.CC1(C)C2C=CC=C(P(C3C=CC=CC=3)C3C=CC=CC=3)C=2OC2C1=CC=CC=2P(C1C=CC=CC=1)C1C=CC=CC=1.[F:62][C:63]1[C:64]([C:70]2[CH:75]=[C:74]([NH2:76])[CH:73]=[CH:72][N:71]=2)=[N:65][C:66]([CH3:69])=[CH:67][CH:68]=1.CC([O-])(C)C.[Na+]. The catalyst class is: 62.